This data is from Reaction yield outcomes from USPTO patents with 853,638 reactions. The task is: Predict the reaction yield, written as a fraction of the theoretical maximum amount of product (1.0 means a 100% yield; for example, 0.34 means a 34% yield). The reactants are [Si:1]([O:8][CH2:9][CH2:10][C:11]1[N:16]=[C:15]([CH3:17])[C:14]([N+:18]([O-])=O)=[CH:13][CH:12]=1)([C:4]([CH3:7])([CH3:6])[CH3:5])([CH3:3])[CH3:2]. The catalyst is CO.[Pd]. The yield is 0.830. The product is [Si:1]([O:8][CH2:9][CH2:10][C:11]1[N:16]=[C:15]([CH3:17])[C:14]([NH2:18])=[CH:13][CH:12]=1)([C:4]([CH3:5])([CH3:7])[CH3:6])([CH3:3])[CH3:2].